This data is from TCR-epitope binding with 47,182 pairs between 192 epitopes and 23,139 TCRs. The task is: Binary Classification. Given a T-cell receptor sequence (or CDR3 region) and an epitope sequence, predict whether binding occurs between them. The epitope is RLRPGGKKR. The TCR CDR3 sequence is CAWSVGAGMKYGYTF. Result: 0 (the TCR does not bind to the epitope).